From a dataset of Full USPTO retrosynthesis dataset with 1.9M reactions from patents (1976-2016). Predict the reactants needed to synthesize the given product. (1) Given the product [CH3:1][O:2][CH2:3][CH2:4][N:5]([S:18]([C:21]1[S:22][CH:23]=[CH:24][CH:25]=1)(=[O:19])=[O:20])[C:6]1[CH:7]=[CH:8][CH:9]=[C:10]2[C:14]=1[NH:13][C:12]([C:15]([NH:49][CH2:48][CH2:47][S:46][C:27]([C:34]1[CH:39]=[CH:38][CH:37]=[CH:36][CH:35]=1)([C:28]1[CH:29]=[CH:30][CH:31]=[CH:32][CH:33]=1)[C:40]1[CH:45]=[CH:44][CH:43]=[CH:42][CH:41]=1)=[O:16])=[CH:11]2, predict the reactants needed to synthesize it. The reactants are: [CH3:1][O:2][CH2:3][CH2:4][N:5]([S:18]([C:21]1[S:22][CH:23]=[CH:24][CH:25]=1)(=[O:20])=[O:19])[C:6]1[CH:7]=[CH:8][CH:9]=[C:10]2[C:14]=1[NH:13][C:12]([C:15](O)=[O:16])=[CH:11]2.Cl.[C:27]([S:46][CH2:47][CH2:48][NH2:49])([C:40]1[CH:45]=[CH:44][CH:43]=[CH:42][CH:41]=1)([C:34]1[CH:39]=[CH:38][CH:37]=[CH:36][CH:35]=1)[C:28]1[CH:33]=[CH:32][CH:31]=[CH:30][CH:29]=1.N1(O)C2C=CC=CC=2N=N1.Cl.CN(C)CCCN=C=NCC. (2) Given the product [CH3:23][O:14][C:13](=[O:15])[C:12]1[CH:16]=[CH:17][C:9]([C:6]2[N:7]=[N:8][C:3]([O:2][CH3:1])=[CH:4][CH:5]=2)=[CH:10][CH:11]=1, predict the reactants needed to synthesize it. The reactants are: [CH3:1][O:2][C:3]1[N:8]=[N:7][C:6]([C:9]2[CH:17]=[CH:16][C:12]([C:13]([OH:15])=[O:14])=[CH:11][CH:10]=2)=[CH:5][CH:4]=1.OS(O)(=O)=O.[CH3:23]O. (3) The reactants are: [O-:1][C:2]#[N:3].[K+].C(O)(=O)C.[CH3:9][C:10]1[CH:15]=[C:14]([NH:16][C:17]2[CH:22]=[C:21]([C:23]([F:26])([F:25])[F:24])[CH:20]=[CH:19][N:18]=2)[N:13]=[C:12]([C:27]2[CH:28]=[N:29][C:30]([NH:33][CH:34]3[CH2:39][CH2:38][NH:37][CH2:36][CH2:35]3)=[CH:31][CH:32]=2)[CH:11]=1. Given the product [CH3:9][C:10]1[CH:15]=[C:14]([NH:16][C:17]2[CH:22]=[C:21]([C:23]([F:25])([F:26])[F:24])[CH:20]=[CH:19][N:18]=2)[N:13]=[C:12]([C:27]2[CH:28]=[N:29][C:30]([NH:33][CH:34]3[CH2:39][CH2:38][N:37]([C:2]([NH2:3])=[O:1])[CH2:36][CH2:35]3)=[CH:31][CH:32]=2)[CH:11]=1, predict the reactants needed to synthesize it. (4) Given the product [Cl:1][C:2]1[CH:3]=[C:4]([F:31])[C:5]([C:25]2[N:29]=[C:28]([CH3:30])[O:27][N:26]=2)=[C:6]([C:8]2[CH:9]=[C:10]3[C:14](=[C:15]([F:17])[CH:16]=2)[CH:13]([NH:18][C:19]([C:21]2([NH:24][C:38]([C:35]4[CH:36]=[CH:37][N:32]=[N:33][CH:34]=4)=[O:39])[CH2:23][CH2:22]2)=[O:20])[CH2:12][CH2:11]3)[CH:7]=1, predict the reactants needed to synthesize it. The reactants are: [Cl:1][C:2]1[CH:3]=[C:4]([F:31])[C:5]([C:25]2[N:29]=[C:28]([CH3:30])[O:27][N:26]=2)=[C:6]([C:8]2[CH:9]=[C:10]3[C:14](=[C:15]([F:17])[CH:16]=2)[CH:13]([NH:18][C:19]([C:21]2([NH2:24])[CH2:23][CH2:22]2)=[O:20])[CH2:12][CH2:11]3)[CH:7]=1.[N:32]1[CH:37]=[CH:36][C:35]([C:38](O)=[O:39])=[CH:34][N:33]=1. (5) Given the product [CH3:1][C:2]1[C:6]([CH2:7][N:8]([C:14]2[CH:15]=[CH:16][C:17]([CH2:20][C:21](=[O:37])[NH:22][CH:23]([C:31]3[CH:32]=[CH:33][CH:34]=[CH:35][CH:36]=3)[C:24]3[CH:25]=[CH:26][C:27]([CH3:30])=[CH:28][CH:29]=3)=[CH:18][CH:19]=2)[CH2:9][C:10]([OH:12])=[O:11])=[C:5]([CH3:38])[O:4][N:3]=1, predict the reactants needed to synthesize it. The reactants are: [CH3:1][C:2]1[C:6]([CH2:7][N:8]([C:14]2[CH:19]=[CH:18][C:17]([CH2:20][C:21](=[O:37])[NH:22][CH:23]([C:31]3[CH:36]=[CH:35][CH:34]=[CH:33][CH:32]=3)[C:24]3[CH:29]=[CH:28][C:27]([CH3:30])=[CH:26][CH:25]=3)=[CH:16][CH:15]=2)[CH2:9][C:10]([O:12]C)=[O:11])=[C:5]([CH3:38])[O:4][N:3]=1.[Li+].[OH-]. (6) Given the product [CH:30]1([CH2:29][O:28][C:22]2[CH:23]=[CH:24][C:25]([F:27])=[CH:26][C:21]=2[C:20]2[CH:19]=[CH:18][N:17]=[C:16]3[C:12]([C:10]([NH:9][C@H:6]4[CH2:7][CH2:8][C@H:3]([NH:2][C:37](=[O:38])[CH2:36][O:35][CH3:34])[CH2:4][CH2:5]4)=[O:11])=[C:13]([CH3:33])[NH:14][C:15]=23)[CH2:31][CH2:32]1, predict the reactants needed to synthesize it. The reactants are: Cl.[NH2:2][C@H:3]1[CH2:8][CH2:7][C@H:6]([NH:9][C:10]([C:12]2[C:16]3=[N:17][CH:18]=[CH:19][C:20]([C:21]4[CH:26]=[C:25]([F:27])[CH:24]=[CH:23][C:22]=4[O:28][CH2:29][CH:30]4[CH2:32][CH2:31]4)=[C:15]3[NH:14][C:13]=2[CH3:33])=[O:11])[CH2:5][CH2:4]1.[CH3:34][O:35][CH2:36][C:37](Cl)=[O:38].